Dataset: Catalyst prediction with 721,799 reactions and 888 catalyst types from USPTO. Task: Predict which catalyst facilitates the given reaction. (1) Reactant: [F:1][CH:2]([F:26])[N:3]1[C:7]([C:8]2[CH:13]=[CH:12][C:11]([F:14])=[CH:10][CH:9]=2)=[C:6]([C:15]2[S:16][CH:17]=[C:18]([CH2:20][C:21]([O:23]CC)=[O:22])[N:19]=2)[CH:5]=[N:4]1.[OH-].[Na+].Cl. Product: [F:26][CH:2]([F:1])[N:3]1[C:7]([C:8]2[CH:9]=[CH:10][C:11]([F:14])=[CH:12][CH:13]=2)=[C:6]([C:15]2[S:16][CH:17]=[C:18]([CH2:20][C:21]([OH:23])=[O:22])[N:19]=2)[CH:5]=[N:4]1. The catalyst class is: 8. (2) Reactant: [NH2:1][C:2]1[C:3]2[C:10]([C:11]3[CH:16]=[CH:15][C:14]([Cl:17])=[CH:13][CH:12]=3)=[CH:9][N:8]([C:18]3[CH:19]=[C:20]([CH2:24][OH:25])[CH:21]=[CH:22][CH:23]=3)[C:4]=2[N:5]=[CH:6][N:7]=1.C(N(CC)CC)C.S(=O)(=O)=O.N1C=CC=CC=1.Cl. Product: [NH2:1][C:2]1[C:3]2[C:10]([C:11]3[CH:12]=[CH:13][C:14]([Cl:17])=[CH:15][CH:16]=3)=[CH:9][N:8]([C:18]3[CH:19]=[C:20]([CH:21]=[CH:22][CH:23]=3)[CH:24]=[O:25])[C:4]=2[N:5]=[CH:6][N:7]=1. The catalyst class is: 16.